From a dataset of Orexin1 receptor HTS with 218,158 compounds and 233 confirmed actives. Binary Classification. Given a drug SMILES string, predict its activity (active/inactive) in a high-throughput screening assay against a specified biological target. (1) The drug is S(=O)(=O)(Nc1ccc(C2=NN(C(C2)c2occc2)C(=O)CC)cc1)c1ccc(cc1)C. The result is 0 (inactive). (2) The drug is S(C(CC)C(=O)Nc1sccn1)c1sc2c(n1)ccc(N)c2. The result is 0 (inactive).